From a dataset of Peptide-MHC class I binding affinity with 185,985 pairs from IEDB/IMGT. Regression. Given a peptide amino acid sequence and an MHC pseudo amino acid sequence, predict their binding affinity value. This is MHC class I binding data. (1) The peptide sequence is KVMVICYAY. The MHC is HLA-A02:06 with pseudo-sequence HLA-A02:06. The binding affinity (normalized) is 0.0847. (2) The peptide sequence is IMAFILGIII. The MHC is HLA-A02:03 with pseudo-sequence HLA-A02:03. The binding affinity (normalized) is 0.255. (3) The peptide sequence is EEMNLPGRW. The MHC is HLA-B53:01 with pseudo-sequence HLA-B53:01. The binding affinity (normalized) is 0. (4) The peptide sequence is SVHSNAYGK. The MHC is HLA-A03:01 with pseudo-sequence HLA-A03:01. The binding affinity (normalized) is 0.610.